From a dataset of Forward reaction prediction with 1.9M reactions from USPTO patents (1976-2016). Predict the product of the given reaction. Given the reactants CS([C:5]1[N:10]=[C:9]([N:11]2[C:16]3=[N:17][C:18]([C:22]4[CH:27]=[CH:26][CH:25]=[CH:24][CH:23]=4)=[CH:19][C:20](=[O:21])[N:15]3[CH2:14][CH2:13][CH2:12]2)[CH:8]=[CH:7][N:6]=1)(=O)=O.[NH2:28][CH:29]([CH3:39])[CH2:30][C:31]1[CH:32]=[C:33]([CH2:37][OH:38])[CH:34]=[CH:35][CH:36]=1.CN1CCOCC1, predict the reaction product. The product is: [OH:38][CH2:37][C:33]1[CH:32]=[C:31]([CH2:30][CH:29]([NH:28][C:5]2[N:10]=[C:9]([N:11]3[C:16]4=[N:17][C:18]([C:22]5[CH:23]=[CH:24][CH:25]=[CH:26][CH:27]=5)=[CH:19][C:20](=[O:21])[N:15]4[CH2:14][CH2:13][CH2:12]3)[CH:8]=[CH:7][N:6]=2)[CH3:39])[CH:36]=[CH:35][CH:34]=1.